This data is from hERG potassium channel inhibition data for cardiac toxicity prediction from Karim et al.. The task is: Regression/Classification. Given a drug SMILES string, predict its toxicity properties. Task type varies by dataset: regression for continuous values (e.g., LD50, hERG inhibition percentage) or binary classification for toxic/non-toxic outcomes (e.g., AMES mutagenicity, cardiotoxicity, hepatotoxicity). Dataset: herg_karim. (1) The drug is Cc1[nH]c2ccccc2c1CCN(CCF)Cc1ccc(/C=C/C(=O)NO)cc1. The result is 1 (blocker). (2) The drug is Clc1ccc(cc1)C(c2ccc(Cl)cc2)C(Cl)(Cl)Cl. The result is 1 (blocker). (3) The compound is N#Cc1ccc(CCN2CCN(CCc3ccc(C#N)cc3)CC2)cc1. The result is 1 (blocker). (4) The drug is N#Cc1ccc(CS(=O)(=O)NCCN2CC3CN(Cc4ccccc4)CC(C2)O3)cc1. The result is 0 (non-blocker). (5) The compound is O=C1NCc2c(-c3ccccc3Cl)nc(N3CCOCC3)nc2N1c1c(Cl)cccc1Cl. The result is 1 (blocker). (6) The molecule is Cc1nc2ccccc2c(=O)n1-c1ccc(OC2CCC(N3CCCC3)CC2)cc1. The result is 1 (blocker).